Task: Predict the product of the given reaction.. Dataset: Forward reaction prediction with 1.9M reactions from USPTO patents (1976-2016) Given the reactants Cl[C:2]1[N:3]=[C:4]([N:22]2[CH2:27][CH2:26][O:25][CH2:24][CH2:23]2)[C:5]2[S:10][C:9]([CH2:11][N:12]3[CH2:17][CH2:16][N:15]([S:18]([CH3:21])(=[O:20])=[O:19])[CH2:14][CH2:13]3)=[CH:8][C:6]=2[N:7]=1.[CH:28]([C:30]1[O:34][C:33](B(O)O)=[CH:32][CH:31]=1)=[O:29], predict the reaction product. The product is: [CH3:21][S:18]([N:15]1[CH2:16][CH2:17][N:12]([CH2:11][C:9]2[S:10][C:5]3[C:4]([N:22]4[CH2:27][CH2:26][O:25][CH2:24][CH2:23]4)=[N:3][C:2]([C:33]4[O:34][C:30]([CH:28]=[O:29])=[CH:31][CH:32]=4)=[N:7][C:6]=3[CH:8]=2)[CH2:13][CH2:14]1)(=[O:20])=[O:19].